This data is from Full USPTO retrosynthesis dataset with 1.9M reactions from patents (1976-2016). The task is: Predict the reactants needed to synthesize the given product. (1) Given the product [C:18]([C:17]1[CH:16]=[CH:15][C:14]([C:12]2[N:13]=[C:9]([C:3]3([CH2:2][NH:1][C:32](=[O:33])[C:31]4[CH:35]=[CH:36][CH:37]=[C:29]([C:26]5[N:25]=[C:24]([C:23]([F:39])([F:38])[F:22])[O:28][N:27]=5)[CH:30]=4)[CH2:4][CH2:5][O:6][CH2:7][CH2:8]3)[S:10][CH:11]=2)=[CH:21][CH:20]=1)#[N:19], predict the reactants needed to synthesize it. The reactants are: [NH2:1][CH2:2][C:3]1([C:9]2[S:10][CH:11]=[C:12]([C:14]3[CH:21]=[CH:20][C:17]([C:18]#[N:19])=[CH:16][CH:15]=3)[N:13]=2)[CH2:8][CH2:7][O:6][CH2:5][CH2:4]1.[F:22][C:23]([F:39])([F:38])[C:24]1[O:28][N:27]=[C:26]([C:29]2[CH:30]=[C:31]([CH:35]=[CH:36][CH:37]=2)[C:32](O)=[O:33])[N:25]=1. (2) The reactants are: [Cl:1][C:2]1[CH:3]=[CH:4][C:5]([C:28]([F:31])([F:30])[F:29])=[C:6]([CH:27]=1)[CH2:7][N:8]1[CH2:13][CH2:12][NH:11][C:10]2[N:14]=[CH:15][C:16]([C:18]3[CH:26]=[CH:25][C:21]([C:22]([OH:24])=O)=[CH:20][CH:19]=3)=[CH:17][C:9]1=2.[CH3:32][O:33][C:34]1[CH:39]=[CH:38][C:37]([N:40]2[CH2:45][CH2:44][NH:43][CH2:42][CH2:41]2)=[CH:36][CH:35]=1. Given the product [Cl:1][C:2]1[CH:3]=[CH:4][C:5]([C:28]([F:31])([F:30])[F:29])=[C:6]([CH:27]=1)[CH2:7][N:8]1[CH2:13][CH2:12][NH:11][C:10]2[N:14]=[CH:15][C:16]([C:18]3[CH:19]=[CH:20][C:21]([C:22]([N:43]4[CH2:42][CH2:41][N:40]([C:37]5[CH:36]=[CH:35][C:34]([O:33][CH3:32])=[CH:39][CH:38]=5)[CH2:45][CH2:44]4)=[O:24])=[CH:25][CH:26]=3)=[CH:17][C:9]1=2, predict the reactants needed to synthesize it.